This data is from Forward reaction prediction with 1.9M reactions from USPTO patents (1976-2016). The task is: Predict the product of the given reaction. (1) Given the reactants CCOCC.[CH:6]1([Mg]Cl)[CH2:11][CH2:10][CH2:9][CH2:8][CH2:7]1.[CH2:14]([O:16][C:17]([C:19]1[CH:20]=[N:21][N:22]([C:24]2[NH:33][C:32](=[O:34])[C:31]3[C:26](=[CH:27][C:28]([F:36])=[C:29](Br)[CH:30]=3)[N:25]=2)[CH:23]=1)=[O:18])[CH3:15].Cl, predict the reaction product. The product is: [CH2:14]([O:16][C:17]([C:19]1[CH:20]=[N:21][N:22]([C:24]2[NH:33][C:32](=[O:34])[C:31]3[C:26](=[CH:27][C:28]([F:36])=[C:29]([CH:6]4[CH2:11][CH2:10][CH2:9][CH2:8][CH2:7]4)[CH:30]=3)[N:25]=2)[CH:23]=1)=[O:18])[CH3:15]. (2) Given the reactants [CH:1]1([NH:4][C:5](=[O:19])[C:6]2[CH:11]=[C:10](/[CH:12]=[CH:13]/[CH2:14][O:15][CH3:16])[CH:9]=[C:8]([CH3:17])[C:7]=2[CH3:18])[CH2:3][CH2:2]1.C, predict the reaction product. The product is: [CH:1]1([NH:4][C:5](=[O:19])[C:6]2[CH:11]=[C:10]([CH2:12][CH2:13][CH2:14][O:15][CH3:16])[CH:9]=[C:8]([CH3:17])[C:7]=2[CH3:18])[CH2:2][CH2:3]1. (3) Given the reactants [NH2:1][C:2]1[C:3]2[CH:11]=[CH:10][N:9]([C@@H:12]3[O:16][C@@:15]([CH2:19][OH:20])([C:17]#[CH:18])[C@@H:14]([O:21][Si](C(C)(C)C)(C)C)[CH2:13]3)[C:4]=2[N:5]=[C:6]([Cl:8])[N:7]=1.CCCC[N+](CCCC)(CCCC)CCCC.[F-].C1COCC1.O.C(#N)C, predict the reaction product. The product is: [NH2:1][C:2]1[C:3]2[CH:11]=[CH:10][N:9]([C@@H:12]3[O:16][C@:15]([C:17]#[CH:18])([CH2:19][OH:20])[C@@H:14]([OH:21])[CH2:13]3)[C:4]=2[N:5]=[C:6]([Cl:8])[N:7]=1. (4) Given the reactants [NH2:1][CH2:2][CH2:3][O:4][CH2:5][CH2:6][OH:7].[H-].[Na+].[CH3:10][O:11][C:12]1[CH:19]=[CH:18][C:15]([CH2:16]Cl)=[CH:14][CH:13]=1.O, predict the reaction product. The product is: [CH3:10][O:11][C:12]1[CH:19]=[CH:18][C:15]([CH2:16][O:7][CH2:6][CH2:5][O:4][CH2:3][CH2:2][NH2:1])=[CH:14][CH:13]=1.